This data is from Reaction yield outcomes from USPTO patents with 853,638 reactions. The task is: Predict the reaction yield, written as a fraction of the theoretical maximum amount of product (1.0 means a 100% yield; for example, 0.34 means a 34% yield). (1) The yield is 0.200. The catalyst is ClC(Cl)C(Cl)Cl. The reactants are B(Cl)(Cl)Cl.[Cl:5][C:6]1[CH:12]=[CH:11][C:9]([NH2:10])=[CH:8][CH:7]=1.[CH3:13][C:14]1[CH:15]=[C:16]([CH:19]=[CH:20][N:21]=1)[C:17]#N.[Cl-].[Al+3].[Cl-].[Cl-].Cl.[OH-:27].[Na+]. The product is [NH2:10][C:9]1[CH:11]=[CH:12][C:6]([Cl:5])=[CH:7][C:8]=1[C:17]([C:16]1[CH:19]=[CH:20][N:21]=[C:14]([CH3:13])[CH:15]=1)=[O:27]. (2) The reactants are CS(O[CH:6]([C:11]1[CH:18]=[CH:17][C:14]([C:15]#[N:16])=[CH:13][CH:12]=1)[CH:7]([CH3:10])[CH2:8][CH3:9])(=O)=O.[H-].[Al+3].[Li+].[H-].[H-].[H-].O.[OH-].[Na+]. The catalyst is C(OCC)C. The product is [CH3:10][CH:7]([CH2:8][CH3:9])[CH2:6][C:11]1[CH:12]=[CH:13][C:14]([CH2:15][NH2:16])=[CH:17][CH:18]=1. The yield is 0.520. (3) The yield is 0.910. The reactants are [CH2:1]([N:3]1[C:11]2[C:6](=[CH:7][CH:8]=[C:9]([O:12][CH3:13])[CH:10]=2)[C:5]([C:14]#[N:15])=[C:4]1[C:16]1[CH:21]=[CH:20][C:19]([OH:22])=[C:18]([N+:23]([O-])=O)[CH:17]=1)[CH3:2]. The product is [NH2:23][C:18]1[CH:17]=[C:16]([C:4]2[N:3]([CH2:1][CH3:2])[C:11]3[C:6]([C:5]=2[C:14]#[N:15])=[CH:7][CH:8]=[C:9]([O:12][CH3:13])[CH:10]=3)[CH:21]=[CH:20][C:19]=1[OH:22]. The catalyst is [Pd].CCOC(C)=O.